Dataset: TCR-epitope binding with 47,182 pairs between 192 epitopes and 23,139 TCRs. Task: Binary Classification. Given a T-cell receptor sequence (or CDR3 region) and an epitope sequence, predict whether binding occurs between them. The epitope is FVDGVPFVV. The TCR CDR3 sequence is CASADRGGYNEQFF. Result: 1 (the TCR binds to the epitope).